From a dataset of Catalyst prediction with 721,799 reactions and 888 catalyst types from USPTO. Predict which catalyst facilitates the given reaction. (1) Reactant: [Cl:1][C:2]1[CH:7]=[CH:6][C:5]([S:8]([N:11]([C:15]2[C:16]([CH:22]([C:24]3[CH:29]=[C:28]([N:30]4[CH:34]=[CH:33][CH:32]=[N:31]4)[CH:27]=[CH:26][C:25]=3[Cl:35])[OH:23])=[N:17][CH:18]=[C:19]([Cl:21])[CH:20]=2)[CH2:12][O:13][CH3:14])(=[O:10])=[O:9])=[CH:4][C:3]=1[C:36]([F:39])([F:38])[F:37].CC(OI1(OC(C)=O)(OC(C)=O)OC(=O)C2C=CC=CC1=2)=O. Product: [Cl:1][C:2]1[CH:7]=[CH:6][C:5]([S:8]([N:11]([C:15]2[C:16]([C:22](=[O:23])[C:24]3[CH:29]=[C:28]([N:30]4[CH:34]=[CH:33][CH:32]=[N:31]4)[CH:27]=[CH:26][C:25]=3[Cl:35])=[N:17][CH:18]=[C:19]([Cl:21])[CH:20]=2)[CH2:12][O:13][CH3:14])(=[O:9])=[O:10])=[CH:4][C:3]=1[C:36]([F:37])([F:38])[F:39]. The catalyst class is: 2. (2) Product: [CH2:1]([N:8]1[CH2:13][CH2:12][NH:11][CH:10]([CH2:14][OH:15])[CH2:9]1)[C:2]1[CH:3]=[CH:4][CH:5]=[CH:6][CH:7]=1. The catalyst class is: 7. Reactant: [CH2:1]([N:8]1[CH2:13][CH2:12][NH:11][CH:10]([C:14](OCC)=[O:15])[C:9]1=O)[C:2]1[CH:7]=[CH:6][CH:5]=[CH:4][CH:3]=1.[H-].[Al+3].[Li+].[H-].[H-].[H-]. (3) Reactant: [C:1]([O:5][C:6]([N:8]1[CH2:13][CH2:12][C:11]([C:15]2[S:16][CH:17]=[C:18]([CH2:20][O:21]S(C)(=O)=O)[N:19]=2)([CH3:14])[CH2:10][CH2:9]1)=[O:7])([CH3:4])([CH3:3])[CH3:2].[CH3:26][S:27]([C:30]1[CH:35]=[CH:34][C:33](O)=[CH:32][CH:31]=1)(=[O:29])=[O:28].C([O-])([O-])=O.[Cs+].[Cs+]. Product: [C:1]([O:5][C:6]([N:8]1[CH2:13][CH2:12][C:11]([C:15]2[S:16][CH:17]=[C:18]([CH2:20][O:21][C:33]3[CH:34]=[CH:35][C:30]([S:27]([CH3:26])(=[O:29])=[O:28])=[CH:31][CH:32]=3)[N:19]=2)([CH3:14])[CH2:10][CH2:9]1)=[O:7])([CH3:4])([CH3:3])[CH3:2]. The catalyst class is: 10. (4) The catalyst class is: 1. Reactant: [C:1]([O:5][C:6]([N:8]1[CH2:13][CH2:12][N:11]([C:14]2[O:15][C:16]3[C:22]([C:23](O)=[O:24])=[CH:21][C:20]([Cl:26])=[CH:19][C:17]=3[N:18]=2)[C@@H:10]([CH3:27])[CH2:9]1)=[O:7])([CH3:4])([CH3:3])[CH3:2].B.[Cl-].[NH4+].O. Product: [C:1]([O:5][C:6]([N:8]1[CH2:13][CH2:12][N:11]([C:14]2[O:15][C:16]3[C:22]([CH2:23][OH:24])=[CH:21][C:20]([Cl:26])=[CH:19][C:17]=3[N:18]=2)[C@@H:10]([CH3:27])[CH2:9]1)=[O:7])([CH3:4])([CH3:2])[CH3:3]. (5) Reactant: [C:1]1([S:7][C:8]2[CH:21]=[CH:20][C:19]3[S:18][C:17]4[C:12](=[CH:13][CH:14]=[CH:15][CH:16]=4)[C:11](=[O:22])[C:10]=3[CH:9]=2)[CH:6]=[CH:5][CH:4]=[CH:3][CH:2]=1.C(#N)C.S(=O)(=O)(O)[OH:27].OO. The catalyst class is: 6. Product: [C:1]1([S:7]([C:8]2[CH:21]=[CH:20][C:19]3[S:18][C:17]4[C:12](=[CH:13][CH:14]=[CH:15][CH:16]=4)[C:11](=[O:22])[C:10]=3[CH:9]=2)=[O:27])[CH:2]=[CH:3][CH:4]=[CH:5][CH:6]=1. (6) Reactant: [CH3:1][C:2]1[C:3]([CH2:41][CH2:42][C:43]([O:45]CC2C=CC=CC=2)=[O:44])=[C:4]([CH3:40])[C:5]2[C:13]3[C:8](=[CH:9][CH:10]=[CH:11][CH:12]=3)[N:7]([CH2:14][C:15]3[CH:20]=[CH:19][C:18]([C@H:21]([CH:33]4[CH2:38][CH2:37][O:36][CH2:35][CH2:34]4)[C:22](=[O:32])[N:23]4[CH2:28][CH2:27][N:26]([CH2:29][CH2:30][CH3:31])[CH2:25][CH2:24]4)=[CH:17][CH:16]=3)[C:6]=2[N:39]=1.[H][H]. Product: [CH3:1][C:2]1[C:3]([CH2:41][CH2:42][C:43]([OH:45])=[O:44])=[C:4]([CH3:40])[C:5]2[C:13]3[C:8](=[CH:9][CH:10]=[CH:11][CH:12]=3)[N:7]([CH2:14][C:15]3[CH:20]=[CH:19][C:18]([C@H:21]([CH:33]4[CH2:34][CH2:35][O:36][CH2:37][CH2:38]4)[C:22](=[O:32])[N:23]4[CH2:24][CH2:25][N:26]([CH2:29][CH2:30][CH3:31])[CH2:27][CH2:28]4)=[CH:17][CH:16]=3)[C:6]=2[N:39]=1. The catalyst class is: 457.